This data is from Forward reaction prediction with 1.9M reactions from USPTO patents (1976-2016). The task is: Predict the product of the given reaction. (1) The product is: [Br:14][CH2:1][C:2]1[CH:3]=[CH:4][C:5]([C:10]([F:11])([F:12])[F:13])=[C:6]([CH:9]=1)[C:7]#[N:8]. Given the reactants [CH3:1][C:2]1[CH:3]=[CH:4][C:5]([C:10]([F:13])([F:12])[F:11])=[C:6]([CH:9]=1)[C:7]#[N:8].[Br:14]N1C(=O)CCC1=O.N(C(C)(C)C#N)=NC(C)(C)C#N, predict the reaction product. (2) Given the reactants C([O-])=O.[Na+].[NH2:5][C@H](C(O)=O)C.[F:11][C:12]1[CH:13]=[C:14]([C@H:19]([CH:24]([C:29]([O:31][CH3:32])=[O:30])[C:25](OC)=[O:26])[CH2:20][C:21](=O)[CH3:22])[CH:15]=[CH:16][C:17]=1[F:18].CC1C(O)=C(C=O)C(COP(O)(O)=O)=CN=1.C1C=[N+]([C@@H]2O[C@H](COP(OP(OC[C@H]3O[C@@H](N4C5N=CN=C(N)C=5N=C4)[C@H](O)[C@@H]3O)(O)=O)([O-])=O)[C@@H](O)[C@H]2O)C=C(C(N)=O)C=1.C([O-])(=O)C(C)O.C([O-])=O.[OH-].[Na+], predict the reaction product. The product is: [F:11][C:12]1[CH:13]=[C:14]([C@H:19]2[CH2:20][C@H:21]([CH3:22])[NH:5][C:25](=[O:26])[C@@H:24]2[C:29]([O:31][CH3:32])=[O:30])[CH:15]=[CH:16][C:17]=1[F:18].